Dataset: Full USPTO retrosynthesis dataset with 1.9M reactions from patents (1976-2016). Task: Predict the reactants needed to synthesize the given product. (1) Given the product [Cl:16][C:17]1[CH:25]=[CH:24][C:23]2[N:22]([CH2:26][CH2:27][O:28][C:29]3[CH:34]=[CH:33][CH:32]=[CH:31][CH:30]=3)[C@H:21]3[CH2:35][CH2:36][N:37]([C:9]([O:11][C:12]([CH3:13])([CH3:14])[CH3:15])=[O:10])[CH2:38][CH2:39][C@H:20]3[C:19]=2[C:18]=1[Cl:40], predict the reactants needed to synthesize it. The reactants are: [CH3:13][C:12]([O:11][C:9](O[C:9]([O:11][C:12]([CH3:15])([CH3:14])[CH3:13])=[O:10])=[O:10])([CH3:15])[CH3:14].[Cl:16][C:17]1[CH:25]=[CH:24][C:23]2[N:22]([CH2:26][CH2:27][O:28][C:29]3[CH:34]=[CH:33][CH:32]=[CH:31][CH:30]=3)[CH:21]3[CH2:35][CH2:36][NH:37][CH2:38][CH2:39][CH:20]3[C:19]=2[C:18]=1[Cl:40].[OH-].[Na+]. (2) Given the product [CH3:47][C:48]1([CH3:55])[O:52][CH:51]([CH2:53][O:54][C:2]2[C:10]3[C:5](=[N:6][CH:7]=[CH:8][C:9]=3[N:11]3[CH2:16][CH2:15][N:14]([C:17]([O:19][C:20]([CH3:23])([CH3:22])[CH3:21])=[O:18])[CH2:13][CH2:12]3)[N:4]([CH2:24][C:25]3[CH:30]=[CH:29][C:28]([O:31][CH3:32])=[CH:27][CH:26]=3)[N:3]=2)[CH2:50][O:49]1, predict the reactants needed to synthesize it. The reactants are: I[C:2]1[C:10]2[C:5](=[N:6][CH:7]=[CH:8][C:9]=2[N:11]2[CH2:16][CH2:15][N:14]([C:17]([O:19][C:20]([CH3:23])([CH3:22])[CH3:21])=[O:18])[CH2:13][CH2:12]2)[N:4]([CH2:24][C:25]2[CH:30]=[CH:29][C:28]([O:31][CH3:32])=[CH:27][CH:26]=2)[N:3]=1.N1C2C(=CC=C3C=2N=CC=C3)C=CC=1.[CH3:47][C:48]1([CH3:55])[O:52][CH:51]([CH2:53][OH:54])[CH2:50][O:49]1.[F-].[K+]. (3) Given the product [CH3:21][CH:22]1[CH2:27][N:26]([CH2:19][CH2:18][CH2:17][C:9]2[CH:10]=[C:11]([C:12]3[S:13][CH:14]=[CH:15][CH:16]=3)[N:7]([C:1]3[CH:6]=[CH:5][CH:4]=[CH:3][CH:2]=3)[N:8]=2)[CH2:25][CH2:24][N:23]1[C:28]1[CH:29]=[C:30]([CH3:34])[CH:31]=[CH:32][CH:33]=1, predict the reactants needed to synthesize it. The reactants are: [C:1]1([N:7]2[C:11]([C:12]3[S:13][CH:14]=[CH:15][CH:16]=3)=[CH:10][C:9]([CH2:17][CH2:18][CH:19]=O)=[N:8]2)[CH:6]=[CH:5][CH:4]=[CH:3][CH:2]=1.[CH3:21][CH:22]1[CH2:27][NH:26][CH2:25][CH2:24][N:23]1[C:28]1[CH:29]=[C:30]([CH3:34])[CH:31]=[CH:32][CH:33]=1.CCN(C(C)C)C(C)C.[BH-](OC(C)=O)(OC(C)=O)OC(C)=O.[Na+]. (4) The reactants are: [Cl:1][C:2]1[CH:10]=[CH:9][C:8]2[N:7]([CH2:11][C:12]([C:15]3[CH:20]=[CH:19][C:18]([Cl:21])=[CH:17][CH:16]=3)(O)[CH3:13])[C:6]3[CH2:22][CH2:23][N:24]([CH3:26])[CH2:25][C:5]=3[C:4]=2[CH:3]=1.S(=O)(=O)(O)O.[OH-].[K+]. Given the product [Cl:1][C:2]1[CH:10]=[CH:9][C:8]2[N:7](/[CH:11]=[C:12](/[C:15]3[CH:20]=[CH:19][C:18]([Cl:21])=[CH:17][CH:16]=3)\[CH3:13])[C:6]3[CH2:22][CH2:23][N:24]([CH3:26])[CH2:25][C:5]=3[C:4]=2[CH:3]=1, predict the reactants needed to synthesize it. (5) Given the product [N+:1]([C:4]1[CH:9]=[CH:8][C:7]([O:10][CH2:22][C:21]2[CH:24]=[CH:25][C:18]([F:17])=[CH:19][CH:20]=2)=[CH:6][CH:5]=1)([O-:3])=[O:2], predict the reactants needed to synthesize it. The reactants are: [N+:1]([C:4]1[CH:9]=[CH:8][C:7]([OH:10])=[CH:6][CH:5]=1)([O-:3])=[O:2].C(=O)([O-])[O-].[K+].[K+].[F:17][C:18]1[CH:25]=[CH:24][C:21]([CH2:22]Br)=[CH:20][CH:19]=1. (6) Given the product [P:8]([OH:15])([OH:10])([O:20][C:21]1[CH:26]=[CH:25][C:24]([NH:27][C:28]2[S:29][CH:30]=[C:31]([C:33]3[CH:38]=[CH:37][N:36]=[CH:35][CH:34]=3)[N:32]=2)=[CH:23][CH:22]=1)=[O:9], predict the reactants needed to synthesize it. The reactants are: FC(F)(F)C(O)=O.[P:8]([O:20][C:21]1[CH:26]=[CH:25][C:24]([NH:27][C:28]2[S:29][CH:30]=[C:31]([C:33]3[CH:38]=[CH:37][N:36]=[CH:35][CH:34]=3)[N:32]=2)=[CH:23][CH:22]=1)([O:15]C(C)(C)C)([O:10]C(C)(C)C)=[O:9]. (7) Given the product [F:1][C:2]1[CH:9]=[CH:8][C:5]([C:6]([OH:14])=[O:11])=[C:4]([CH3:10])[CH:3]=1, predict the reactants needed to synthesize it. The reactants are: [F:1][C:2]1[CH:9]=[CH:8][C:5]([C:6]#N)=[C:4]([CH3:10])[CH:3]=1.[OH-:11].[K+].Cl.[OH2:14]. (8) The reactants are: Cl[C:2]1[CH:7]=[C:6]([C:8]2[C:9]3[S:23][CH:22]=[CH:21][C:10]=3[N:11]=[C:12]([C:14]3[CH:15]=[C:16]([OH:20])[CH:17]=[CH:18][CH:19]=3)[N:13]=2)[CH:5]=[CH:4][N:3]=1.[C-]#N.[Na+].[CH3:27][N:28]1C(=O)CCC1. Given the product [OH:20][C:16]1[CH:15]=[C:14]([C:12]2[N:13]=[C:8]([C:6]3[CH:5]=[CH:4][N:3]=[C:2]([C:27]#[N:28])[CH:7]=3)[C:9]3[S:23][CH:22]=[CH:21][C:10]=3[N:11]=2)[CH:19]=[CH:18][CH:17]=1, predict the reactants needed to synthesize it. (9) Given the product [OH:28][CH2:27][CH2:26][CH2:25][CH2:24][CH2:23][CH2:22][CH2:21][CH2:20][CH2:19][CH2:18][C:5]1[CH2:6][CH2:7][CH2:8][C:3](=[O:2])[CH:4]=1, predict the reactants needed to synthesize it. The reactants are: C1CO[C:3]2([CH2:8][CH2:7][CH2:6][C:5]([CH2:18][CH2:19][CH2:20][CH2:21][CH2:22][CH2:23][CH2:24][CH2:25][CH2:26][CH2:27][OH:28])(S(C3C=CC=CC=3)(=O)=O)[CH2:4]2)[O:2]1.C(=O)(O)[O-].[Na+]. (10) Given the product [Cl:1][C:2]1[C:3]([C:9]2[N:14]=[C:13]([O:15][CH2:16][C:17]3([C:23]#[N:24])[CH2:22][CH2:21][O:20][CH2:19][CH2:18]3)[CH:12]=[N:11][CH:10]=2)=[CH:4][C:5]([NH:37][C@H:34]2[CH2:33][CH2:32][C@H:31]([NH:30][C@H:28]([CH3:29])[CH2:27][O:26][CH3:25])[CH2:36][CH2:35]2)=[N:6][CH:7]=1, predict the reactants needed to synthesize it. The reactants are: [Cl:1][C:2]1[C:3]([C:9]2[N:14]=[C:13]([O:15][CH2:16][C:17]3([C:23]#[N:24])[CH2:22][CH2:21][O:20][CH2:19][CH2:18]3)[CH:12]=[N:11][CH:10]=2)=[CH:4][C:5](F)=[N:6][CH:7]=1.[CH3:25][O:26][CH2:27][C@H:28]([NH:30][C@H:31]1[CH2:36][CH2:35][C@H:34]([NH2:37])[CH2:33][CH2:32]1)[CH3:29].